Task: Predict the product of the given reaction.. Dataset: Forward reaction prediction with 1.9M reactions from USPTO patents (1976-2016) (1) Given the reactants [NH2:1][C@@H:2]1[CH2:7][CH2:6][CH2:5][N:4]([C:8]([O:10][C:11]([CH3:14])([CH3:13])[CH3:12])=[O:9])[CH2:3]1.[CH3:15][C:16]([CH3:18])=O.C(O[BH-](OC(=O)C)OC(=O)C)(=O)C.[Na+].C(=O)([O-])O.[Na+], predict the reaction product. The product is: [CH:16]([NH:1][C@@H:2]1[CH2:7][CH2:6][CH2:5][N:4]([C:8]([O:10][C:11]([CH3:14])([CH3:13])[CH3:12])=[O:9])[CH2:3]1)([CH3:18])[CH3:15]. (2) The product is: [CH3:1][O:2][CH2:3][CH:4]1[CH2:8][CH2:7][CH2:6][N:5]1[C:9]1[N:14]=[C:13]([NH:15][C:16]2[C:17]3[N:18]([CH:32]=[CH:33][N:34]=3)[N:19]=[C:20]([C:22]3[CH:23]=[C:24]([CH:29]=[CH:30][CH:31]=3)[C:25]([OH:27])=[O:26])[CH:21]=2)[CH:12]=[CH:11][CH:10]=1. Given the reactants [CH3:1][O:2][CH2:3][CH:4]1[CH2:8][CH2:7][CH2:6][N:5]1[C:9]1[N:14]=[C:13]([NH:15][C:16]2[C:17]3[N:18]([CH:32]=[CH:33][N:34]=3)[N:19]=[C:20]([C:22]3[CH:23]=[C:24]([CH:29]=[CH:30][CH:31]=3)[C:25]([O:27]C)=[O:26])[CH:21]=2)[CH:12]=[CH:11][CH:10]=1.[OH-].[Na+], predict the reaction product. (3) Given the reactants [OH:1][B:2]1[C:6]2[CH:7]=[C:8]([NH:11][S:12]([C:15]3[CH:20]=[CH:19][C:18]([O:21]C)=[CH:17][N:16]=3)(=[O:14])=[O:13])[CH:9]=[CH:10][C:5]=2[CH2:4][O:3]1.B(Br)(Br)Br, predict the reaction product. The product is: [OH:1][B:2]1[C:6]2[CH:7]=[C:8]([NH:11][S:12]([C:15]3[CH:20]=[CH:19][C:18]([OH:21])=[CH:17][N:16]=3)(=[O:14])=[O:13])[CH:9]=[CH:10][C:5]=2[CH2:4][O:3]1.